Dataset: Forward reaction prediction with 1.9M reactions from USPTO patents (1976-2016). Task: Predict the product of the given reaction. Given the reactants [O:1]1[CH2:6][CH2:5][CH2:4][O:3][CH:2]1[C:7]1[CH:15]=[CH:14][C:10]([C:11](O)=O)=[C:9]([F:16])[CH:8]=1.C(N1C=CN=C1)(N1C=CN=C1)=O.Cl.Cl.[NH2:31][C:32]1[C:40]([NH2:41])=[CH:39][CH:38]=[CH:37][C:33]=1[C:34]([NH2:36])=[O:35], predict the reaction product. The product is: [O:1]1[CH2:6][CH2:5][CH2:4][O:3][CH:2]1[C:7]1[CH:15]=[CH:14][C:10]([C:11]2[NH:41][C:40]3[CH:39]=[CH:38][CH:37]=[C:33]([C:34]([NH2:36])=[O:35])[C:32]=3[N:31]=2)=[C:9]([F:16])[CH:8]=1.